From a dataset of Forward reaction prediction with 1.9M reactions from USPTO patents (1976-2016). Predict the product of the given reaction. (1) Given the reactants [O:1]1[C:5]2[CH:6]=[CH:7][C:8]([S:10]([N:13]([CH2:48][CH:49]([CH3:51])[CH3:50])[CH2:14][C@@H:15]([OH:47])[C@@H:16]([NH:35][C:36](=[O:46])[O:37][C@@H:38]3[C@H:45]4[C@H:41]([O:42][CH2:43][CH2:44]4)[O:40][CH2:39]3)[CH2:17][C:18]3[CH:23]=[CH:22][C:21]([O:24][CH2:25][CH2:26][NH:27]C(OC(C)(C)C)=O)=[CH:20][CH:19]=3)(=[O:12])=[O:11])=[CH:9][C:4]=2[O:3][CH2:2]1.C(O)(C(F)(F)F)=O, predict the reaction product. The product is: [NH2:27][CH2:26][CH2:25][O:24][C:21]1[CH:22]=[CH:23][C:18]([CH2:17][C@H:16]([NH:35][C:36](=[O:46])[O:37][C@@H:38]2[C@H:45]3[C@H:41]([O:42][CH2:43][CH2:44]3)[O:40][CH2:39]2)[C@H:15]([OH:47])[CH2:14][N:13]([S:10]([C:8]2[CH:7]=[CH:6][C:5]3[O:1][CH2:2][O:3][C:4]=3[CH:9]=2)(=[O:11])=[O:12])[CH2:48][CH:49]([CH3:51])[CH3:50])=[CH:19][CH:20]=1. (2) Given the reactants [CH3:1][O:2][C:3]1[CH:8]=[CH:7][C:6]([O:9][CH3:10])=[CH:5][C:4]=1[S:11][C:12]1[NH:13][C:14]2[C:19]([N:20]=1)=[C:18]([NH2:21])[N:17]=[CH:16][N:15]=2.Br[CH2:23][CH2:24][C:25]1[CH:30]=[C:29]([C:31]([F:34])([F:33])[F:32])[CH:28]=[C:27]([C:35]([F:38])([F:37])[F:36])[CH:26]=1, predict the reaction product. The product is: [F:32][C:31]([F:33])([F:34])[C:29]1[CH:30]=[C:25]([CH2:24][CH2:23][N:13]2[C:12]([S:11][C:4]3[CH:5]=[C:6]([O:9][CH3:10])[CH:7]=[CH:8][C:3]=3[O:2][CH3:1])=[N:20][C:19]3[C:14]2=[N:15][CH:16]=[N:17][C:18]=3[NH2:21])[CH:26]=[C:27]([C:35]([F:36])([F:37])[F:38])[CH:28]=1.